Dataset: Forward reaction prediction with 1.9M reactions from USPTO patents (1976-2016). Task: Predict the product of the given reaction. Given the reactants [Cl:1][C:2]1[CH:7]=[CH:6][CH:5]=[C:4]([CH3:8])[C:3]=1[N:9]=[C:10]=[O:11].CC1C=CC=C(C)C=1N=C=O.[NH2:23][C:24]1[CH:32]=[C:31]([O:33][CH3:34])[C:30]([O:35][CH3:36])=[CH:29][C:25]=1[C:26]([OH:28])=O.NC1C(C(O)=O)=CC2C(C=1)=CC=CC=2.C([NH:68][C@H:69]([C:74]([OH:76])=[O:75])[CH2:70][CH:71]([CH3:73])[CH3:72])(OCC1C2C(=CC=CC=2)C2C1=CC=CC=2)=O.N(C(OCC1C2C(=CC=CC=2)C2C1=CC=CC=2)=O)[C@H](C(O)=O)CC(=O)OC(C)(C)C, predict the reaction product. The product is: [Cl:1][C:2]1[CH:7]=[CH:6][CH:5]=[C:4]([CH3:8])[C:3]=1[NH:9][C:10]([NH:23][C:24]1[CH:32]=[C:31]([O:33][CH3:34])[C:30]([O:35][CH3:36])=[CH:29][C:25]=1[C:26]([NH:68][C@H:69]([C:74]([OH:76])=[O:75])[CH2:70][CH:71]([CH3:73])[CH3:72])=[O:28])=[O:11].